This data is from Forward reaction prediction with 1.9M reactions from USPTO patents (1976-2016). The task is: Predict the product of the given reaction. (1) Given the reactants [N:1]1[CH:6]=[CH:5][CH:4]=[CH:3][C:2]=1[C:7]([OH:9])=O.CCN=C=NCCCN(C)C.C1C=CC2N(O)N=NC=2C=1.[NH2:31][CH2:32][CH:33]([OH:45])[CH2:34][N:35]1[CH2:44][CH2:43][C:42]2[C:37](=[CH:38][CH:39]=[CH:40][CH:41]=2)[CH2:36]1, predict the reaction product. The product is: [CH2:36]1[C:37]2[C:42](=[CH:41][CH:40]=[CH:39][CH:38]=2)[CH2:43][CH2:44][N:35]1[CH2:34][CH:33]([OH:45])[CH2:32][NH:31][C:7](=[O:9])[C:2]1[CH:3]=[CH:4][CH:5]=[CH:6][N:1]=1. (2) Given the reactants [CH2:1]([O:8][N:9]1[C:14]2[N:15]=[CH:16][N:17]=[C:18]([CH2:19][CH3:20])[C:13]=2[C:12]([OH:21])=[C:11](C(OCC)=O)[C:10]1=[O:27])[C:2]1[CH:7]=[CH:6][CH:5]=[CH:4][CH:3]=1.Cl.O1CCOCC1.C(OCC)(=O)C, predict the reaction product. The product is: [CH2:1]([O:8][N:9]1[C:14]2[N:15]=[CH:16][N:17]=[C:18]([CH2:19][CH3:20])[C:13]=2[C:12]([OH:21])=[CH:11][C:10]1=[O:27])[C:2]1[CH:3]=[CH:4][CH:5]=[CH:6][CH:7]=1.